From a dataset of Reaction yield outcomes from USPTO patents with 853,638 reactions. Predict the reaction yield, written as a fraction of the theoretical maximum amount of product (1.0 means a 100% yield; for example, 0.34 means a 34% yield). (1) The reactants are C(OC([N:8]1[CH2:11][CH:10]([NH:12][C:13]2[CH:14]=[C:15]3[C:24](=[CH:25][C:26]=2[CH:27]([CH3:32])[C:28]([F:31])([F:30])[F:29])[O:23][CH2:22][C:21]2[N:16]3[CH:17]([CH3:34])[C:18](=[O:33])[NH:19][N:20]=2)[CH2:9]1)=O)(C)(C)C.[C:35]([OH:41])([C:37]([F:40])([F:39])[F:38])=[O:36]. The catalyst is C(Cl)Cl. The product is [F:38][C:37]([F:40])([F:39])[C:35]([OH:41])=[O:36].[NH:8]1[CH2:9][CH:10]([NH:12][C:13]2[C:26]([CH:27]([CH3:32])[C:28]([F:31])([F:29])[F:30])=[CH:25][C:24]3[O:23][CH2:22][C:21]4=[N:20][NH:19][C:18](=[O:33])[CH:17]([CH3:34])[N:16]4[C:15]=3[CH:14]=2)[CH2:11]1. The yield is 0.950. (2) The reactants are [Cl:1][C:2]1[CH:33]=[CH:32][C:5]2[NH:6][C:7]([CH:9]([NH:15][C:16](=[O:31])[C:17]3[CH:22]=[CH:21][C:20]([C:23]([N:25]4[CH2:29][CH2:28][CH2:27][CH2:26]4)=[O:24])=[C:19]([CH3:30])[CH:18]=3)[CH2:10][CH2:11][C:12](O)=[O:13])=[N:8][C:4]=2[CH:3]=1.CN(C(O[N:42]1N=N[C:44]2C=CC=C[C:43]1=2)=[N+](C)C)C.[B-](F)(F)(F)F.C(N(C(C)C)CC)(C)C.C(N)C.ClCl. The catalyst is O1CCCC1.C(OCC)(=O)C.C(O)C. The product is [Cl:1][C:2]1[CH:33]=[CH:32][C:5]2[NH:6][C:7]([CH:9]([NH:15][C:16](=[O:31])[C:17]3[CH:22]=[CH:21][C:20]([C:23]([N:25]4[CH2:29][CH2:28][CH2:27][CH2:26]4)=[O:24])=[C:19]([CH3:30])[CH:18]=3)[CH2:10][CH2:11][C:12]([NH:42][CH2:43][CH3:44])=[O:13])=[N:8][C:4]=2[CH:3]=1. The yield is 0.670. (3) The reactants are [C:1]([C:5]1[O:9][N:8]=[C:7]([NH:10][C:11](=[O:19])OC2C=CC=CC=2)[CH:6]=1)([CH3:4])([CH3:3])[CH3:2].[NH2:20][C:21]1[CH:22]=[C:23]([OH:28])[CH:24]=[CH:25][C:26]=1[F:27].C1CCN2C(=NCCC2)CC1. The catalyst is C(#N)C. The product is [C:1]([C:5]1[O:9][N:8]=[C:7]([NH:10][C:11]([NH:20][C:21]2[CH:22]=[C:23]([OH:28])[CH:24]=[CH:25][C:26]=2[F:27])=[O:19])[CH:6]=1)([CH3:2])([CH3:3])[CH3:4]. The yield is 0.680. (4) The reactants are [F:1][C:2]1[CH:3]=[C:4](Br)[CH:5]=[C:6]([C:8]#[N:9])[CH:7]=1.C([O-])(=O)C.[K+].C([O:23][N:24]=[C:25]1[C:33]2([CH2:38][CH2:37][CH2:36][CH2:35][CH2:34]2)[C:32]2[C:27](=[CH:28][CH:29]=[C:30](Br)[CH:31]=2)[NH:26]1)C1C=CC=CC=1.C(=O)([O-])[O-].[Na+].[Na+]. The catalyst is CN(C=O)C.Cl[Pd]Cl. The product is [OH:23][N:24]=[C:25]1[C:33]2([CH2:38][CH2:37][CH2:36][CH2:35][CH2:34]2)[C:32]2[C:27](=[CH:28][CH:29]=[C:30]([C:4]3[CH:5]=[C:6]([CH:7]=[C:2]([F:1])[CH:3]=3)[C:8]#[N:9])[CH:31]=2)[NH:26]1. The yield is 0.660. (5) The reactants are C([N:7]([C:15]1[CH:20]=[CH:19][CH:18]=[C:17](CO)N=1)[C:8](=[O:14])[O:9][C:10]([CH3:13])([CH3:12])[CH3:11])CCCCC.[CH:23]([N:26](CC)[CH:27]([CH3:29])[CH3:28])([CH3:25])[CH3:24].CS(Cl)(=O)=O.[OH:37][N:38]1[C:42](=[O:43])[C:41]2=[CH:44][CH:45]=[CH:46][CH:47]=[C:40]2[C:39]1=[O:48].[C:49](=O)([O-])[O-].[Cs+].[Cs+].[I-].[K+]. The catalyst is C(#N)C. The product is [O:43]=[C:42]1[C:41]2[C:40](=[CH:47][CH:46]=[CH:45][CH:44]=2)[C:39](=[O:48])[N:38]1[O:37][CH2:29][C:27]1[N:26]=[C:23]([CH2:24][CH2:17][CH2:18][CH2:19][CH2:20][CH2:15][NH:7][C:8](=[O:14])[O:9][C:10]([CH3:11])([CH3:12])[CH3:13])[CH:25]=[CH:49][CH:28]=1. The yield is 0.570. (6) The reactants are [Br:1][C:2]1[CH:3]=[C:4]([O:10][C:11]2[C:12]([CH3:17])=[N:13][CH:14]=[CH:15][CH:16]=2)[C:5]([C:8]#[N:9])=[N:6][CH:7]=1.[OH:18]S(O)(=O)=O.[OH-].[Na+]. The catalyst is O. The product is [Br:1][C:2]1[CH:3]=[C:4]([O:10][C:11]2[C:12]([CH3:17])=[N:13][CH:14]=[CH:15][CH:16]=2)[C:5]([C:8]([NH2:9])=[O:18])=[N:6][CH:7]=1. The yield is 0.690. (7) The reactants are Br[C:2]1[CH:3]=[C:4]2[C:8](=[CH:9][CH:10]=1)[C:7](=[O:11])[CH2:6][CH:5]2[CH3:12].[CH3:13][N:14]1[CH:18]=[CH:17][CH:16]=[C:15]1[C:19]#[N:20]. No catalyst specified. The product is [CH3:13][N:14]1[C:18]([C:2]2[CH:3]=[C:4]3[C:8](=[CH:9][CH:10]=2)[C:7](=[O:11])[CH2:6][CH:5]3[CH3:12])=[CH:17][CH:16]=[C:15]1[C:19]#[N:20]. The yield is 0.760. (8) The reactants are [CH3:1][N:2]([CH3:24])[C:3]1[CH:8]=[CH:7][C:6]([CH:9]2[C:13]3[C:14]([CH3:21])=[C:15]([OH:20])[C:16]([CH3:19])=[C:17]([CH3:18])[C:12]=3[O:11][C:10]2([CH3:23])[CH3:22])=[CH:5][CH:4]=1.[CH3:25][O:26][C:27]1[CH:34]=[CH:33][C:30]([CH2:31]Cl)=[CH:29][CH:28]=1. No catalyst specified. The product is [CH3:24][N:2]([CH3:1])[C:3]1[CH:8]=[CH:7][C:6]([CH:9]2[C:13]3[C:14]([CH3:21])=[C:15]([O:20][CH2:31][C:30]4[CH:33]=[CH:34][C:27]([O:26][CH3:25])=[CH:28][CH:29]=4)[C:16]([CH3:19])=[C:17]([CH3:18])[C:12]=3[O:11][C:10]2([CH3:22])[CH3:23])=[CH:5][CH:4]=1. The yield is 0.420. (9) The reactants are O1[C:5]2([CH2:10][CH2:9][N:8]([S:11](/[CH:14]=[CH:15]/[C:16]3[C:21]([CH3:22])=[CH:20][C:19]([N:23]4[C:27]([CH3:29])([CH3:28])[C:26](=[O:30])[NH:25][C:24]4=[O:31])=[CH:18][C:17]=3[CH3:32])(=[O:13])=[O:12])[CH2:7][CH2:6]2)[O:4]CC1.Cl.[OH-].[Na+]. The catalyst is O1CCCC1. The product is [CH3:22][C:21]1[CH:20]=[C:19]([N:23]2[C:27]([CH3:28])([CH3:29])[C:26](=[O:30])[NH:25][C:24]2=[O:31])[CH:18]=[C:17]([CH3:32])[C:16]=1/[CH:15]=[CH:14]/[S:11]([N:8]1[CH2:7][CH2:6][C:5](=[O:4])[CH2:10][CH2:9]1)(=[O:13])=[O:12]. The yield is 0.920. (10) The reactants are [CH:1]1([C:11]([O:13]C)=[O:12])[CH2:6][CH2:5][CH2:4][CH2:3][CH:2]1[C:7]([O:9][CH3:10])=[O:8].[OH-].[Na+]. The catalyst is P([O-])([O-])([O-])=O.[K+].[K+].[K+]. The product is [CH3:10][O:9][C:7]([C@H:2]1[CH2:3][CH2:4][CH2:5][CH2:6][C@H:1]1[C:11]([OH:13])=[O:12])=[O:8]. The yield is 0.880.